This data is from Full USPTO retrosynthesis dataset with 1.9M reactions from patents (1976-2016). The task is: Predict the reactants needed to synthesize the given product. Given the product [C:1]([O:5][C:6](=[O:21])[NH:7][CH2:8][CH2:9][C:10]1[CH:15]=[CH:14][C:13]([NH:16][C:17]2[NH:27][C:28]3[C:22]([C:23](=[O:24])[N:20]=2)=[CH:32][CH:31]=[CH:30][CH:29]=3)=[CH:12][CH:11]=1)([CH3:4])([CH3:3])[CH3:2], predict the reactants needed to synthesize it. The reactants are: [C:1]([O:5][C:6](=[O:21])[NH:7][CH2:8][CH2:9][C:10]1[CH:15]=[CH:14][C:13]([NH:16][C:17](=[NH:20])SC)=[CH:12][CH:11]=1)([CH3:4])([CH3:3])[CH3:2].[C:22]12[C:28](=[CH:29][CH:30]=[CH:31][CH:32]=1)[NH:27]C(=O)O[C:23]2=[O:24].C([O-])([O-])=O.[Na+].[Na+].